Task: Predict the reaction yield, written as a fraction of the theoretical maximum amount of product (1.0 means a 100% yield; for example, 0.34 means a 34% yield).. Dataset: Reaction yield outcomes from USPTO patents with 853,638 reactions (1) The reactants are C([C:4]1[C:9]([N+:10]([O-:12])=[O:11])=[CH:8][CH:7]=[C:6]([Cl:13])[C:5]=1[S:14]([NH2:17])(=[O:16])=[O:15])(=O)C.Cl[Si](C)(C)C.S(=O)(=O)(O)[OH:24]. The catalyst is CO. The product is [Cl:13][C:6]1[C:5]([S:14]([NH2:17])(=[O:16])=[O:15])=[C:4]([OH:24])[C:9]([N+:10]([O-:12])=[O:11])=[CH:8][CH:7]=1. The yield is 0.680. (2) The product is [F:26][C:27]([F:32])([F:31])[C:28]([OH:30])=[O:29].[NH:8]1[CH2:9][CH:10]=[C:11]([C:14]2[CH:15]=[CH:16][C:17]([C:20]3[N:21]=[CH:22][CH:23]=[CH:24][N:25]=3)=[CH:18][CH:19]=2)[CH2:12][CH2:13]1. The catalyst is ClCCl. The yield is 0.710. The reactants are C(OC([N:8]1[CH2:13][CH:12]=[C:11]([C:14]2[CH:19]=[CH:18][C:17]([C:20]3[N:25]=[CH:24][CH:23]=[CH:22][N:21]=3)=[CH:16][CH:15]=2)[CH2:10][CH2:9]1)=O)(C)(C)C.[F:26][C:27]([F:32])([F:31])[C:28]([OH:30])=[O:29]. (3) The catalyst is ClCCl. The product is [OH:16][CH2:1][C:2]1[N:7]=[C:6]2[CH2:9][O:10][C:11](=[O:12])[C:5]2=[CH:4][CH:3]=1. The reactants are [CH3:1][C:2]1[N+:7]([O-])=[C:6]2[CH2:9][O:10][C:11](=[O:12])[C:5]2=[CH:4][CH:3]=1.FC(F)(F)C(OC(=O)C(F)(F)F)=[O:16]. The yield is 0.420.